This data is from Catalyst prediction with 721,799 reactions and 888 catalyst types from USPTO. The task is: Predict which catalyst facilitates the given reaction. (1) Reactant: [C:1]([C:3]1[CH:22]=[CH:21][C:6]([O:7][C:8]2[C:9]([CH2:19][CH3:20])=[N:10][N:11]([CH2:15][C:16]([OH:18])=O)[C:12]=2[CH2:13][CH3:14])=[CH:5][CH:4]=1)#[N:2].[C:23]([NH:26][NH2:27])(=[O:25])[CH3:24].Cl.CN(C)CCCN=C=NCC.O.ON1C2C=CC=CC=2N=N1.CN1CCOCC1. Product: [C:23]([NH:26][NH:27][C:16](=[O:18])[CH2:15][N:11]1[C:12]([CH2:13][CH3:14])=[C:8]([O:7][C:6]2[CH:5]=[CH:4][C:3]([C:1]#[N:2])=[CH:22][CH:21]=2)[C:9]([CH2:19][CH3:20])=[N:10]1)(=[O:25])[CH3:24]. The catalyst class is: 9. (2) Reactant: [Cl:1][C:2]1[CH:3]=[CH:4][C:5]([S:8][C:9]2[N:13]([CH3:14])[CH:12]=[N:11][C:10]=2[C:15]2[CH:20]=[CH:19][C:18]([C@H:21]3[CH2:23][C@@H:22]3[CH2:24][OH:25])=[CH:17][CH:16]=2)=[N:6][CH:7]=1.[H-].[Na+].[F:28][CH2:29][CH2:30]I. Product: [Cl:1][C:2]1[CH:3]=[CH:4][C:5]([S:8][C:9]2[N:13]([CH3:14])[CH:12]=[N:11][C:10]=2[C:15]2[CH:20]=[CH:19][C:18]([C@H:21]3[CH2:23][C@@H:22]3[CH2:24][O:25][CH2:30][CH2:29][F:28])=[CH:17][CH:16]=2)=[N:6][CH:7]=1. The catalyst class is: 3. (3) Reactant: [OH:1][C:2]1([C:9]2[S:10][CH:11]=[CH:12][N:13]=2)[CH2:7][CH2:6][C:5](=O)[CH2:4][CH2:3]1.[O:14]=[C:15]([NH:30][CH2:31][C:32](=O)[NH:33][C@@H:34]1[CH2:38]CNC1)[CH2:16][NH:17][C:18](=[O:29])[C:19]1[CH:24]=[CH:23][CH:22]=[C:21]([C:25]([F:28])([F:27])[F:26])[CH:20]=1.[BH-](OC(C)=O)(OC(C)=O)OC(C)=O.[Na+]. Product: [OH:1][C:2]1([C:9]2[S:10][CH:11]=[CH:12][N:13]=2)[CH2:7][CH2:6][CH:5]([N:33]2[CH2:34][CH2:38][C@@H:31]([NH:30][C:15](=[O:14])[CH2:16][NH:17][C:18](=[O:29])[C:19]3[CH:24]=[CH:23][CH:22]=[C:21]([C:25]([F:28])([F:27])[F:26])[CH:20]=3)[CH2:32]2)[CH2:4][CH2:3]1. The catalyst class is: 25.